Dataset: Experimentally validated miRNA-target interactions with 360,000+ pairs, plus equal number of negative samples. Task: Binary Classification. Given a miRNA mature sequence and a target amino acid sequence, predict their likelihood of interaction. (1) The miRNA is mmu-miR-298-5p with sequence GGCAGAGGAGGGCUGUUCUUCCC. The protein sequence of the target gene is MGNGVQEGSVRLREDAEAVLAGAVSSKRDHRQVLSSLLSGALAGALAKTAVAPLDRTKIIFQVSSKRFSAKEAFRLLYFTYLNEGFLSLWRGNSATMVRVIPYAAIQFSAHEEYKRILGHYYGFRGEALPPWPRLLAGALAGTTAASLTYPLDLVRARMAVTPKEMYSNIFHVFIRISREEGLKTLYFGFTPTVLGVIPYAGLSFFTYESLKSLHREYSGRPQPYPFERMVFGACAGLIGQSASYPLDVVRRRMQTAGVTGHQHGSILSTLRSIVREEGAVRGLYKGLSMNWLKGPIAVG.... Result: 1 (interaction). (2) Result: 0 (no interaction). The protein sequence of the target gene is MDEERALYIVRAGEAGAIERVLRDYSDKHRATFKFESADEDKRKKLCEGIFKVLVKEVPTTCQVSCLEVLRILSRDKKILVPVTTKENMQILLRLAKLHESDDSLEKVSEFPVIVESLKCLCNIVFNSQMAQQLSLELNLAAKLCNLLRKCKDRKFINDIKCFDLRLLFVLSLLHTDIRSQLRYELQGLPLLTQILESAFSIKWTDEYESAIDHNGPPLSPQETDCAIEALKALFNVTVDSWKVHKESDSHQFRVMAAVLRHCLLIVGPTEDKTEELHSNAVNLLSNVPVSCLDVLICPL.... The miRNA is mmu-miR-7068-3p with sequence UCACCCUGGACUGACUCUCAG. (3) The miRNA is hsa-miR-497-5p with sequence CAGCAGCACACUGUGGUUUGU. The protein sequence of the target gene is MATVIPGDLSEVRDTQKVPSGKRKRGETKPRKNFPCQLCDKAFNSVEKLKVHSYSHTGERPYKCIQQDCTKAFVSKYKLQRHMATHSPEKTHKCNYCEKMFHRKDHLKNHLHTHDPNKETFKCEECGKNYNTKLGFKRHLALHAATSGDLTCKVCLQTFESTGVLLEHLKSHAGKSSGGVKEKKHQCEHCDRRFYTRKDVRRHMVVHTGRKDFLCQYCAQRFGRKDHLTRHMKKSHNQELLKVKTEPVDFLDPFTCNVSVPIKDELLPVMSLPSSELLSKPFTNTLQLNLYNTPFQSMQS.... Result: 1 (interaction). (4) The miRNA is hsa-miR-4755-3p with sequence AGCCAGGCUCUGAAGGGAAAGU. The protein sequence of the target gene is MTSAAPAKKPYRKAPPEHRELRLEIPGSRLEQEEPLTDAERMKLLQEENEELRRRLASATRRTEALERELEIGQDCLELELGQSREELDKFKDKFRRLQNSYTASQRTNQELEDKLHTLASLSHSWIFAIKKAEMDRKTLDWEIVELTNKLLDAKNTINKLEELNERYRLDCNLAVQLLKCNKSHFRNHKFADLPCELQDMVRKHLHSGQEAASPGPAPSLAPGAVVPTSVIARVLEKPESLLLNSAQSGSAGRPLAEDVFVHVDMSEGVPGDPASPPAPGSPTPQPNGECHSLGTARGS.... Result: 1 (interaction). (5) The miRNA is mmu-miR-324-3p with sequence CCACUGCCCCAGGUGCUGCU. The protein sequence of the target gene is MASSSVPPATAPAAAGGPGPGFGFASKTKKKHFVQQKVKVFRAADPLVGVFLWGVAHSINELSQVPPPVMLLPDDFKASSKIKVNNHFFHRENLPSHFKFKEYCPQVFRNLRDRFAIDDHDYLVSLTRSPPSETEGSDGRFLISYDRTLVIKEVSSEDIADMHSNLSNYHQYIVKCHGNTLLPQFLGMYRVSVENEDSYMLVMRNMFSHRLPVHRKYDLKGSLVSREASDKEKVKELPTLKDMDFLNKNQKVYIGEEEKKVFLEKLKRDVEFLVQLKIMDYSLLLGIHDIIRGSEPEEEG.... Result: 1 (interaction). (6) The protein sequence of the target gene is MWVLGIAATFCGLFWLPGLALQIQCYQCEEFQLNNDCSSPEFIVNCTVNVQDMCQKEVMEQSAGIMYRKSCASSAACLIASAGYQSFCSPGKLNSVCISCCNTPLCNGPRPKKRGSSASAIRPGLLTTLLFFHLALCLAHC. Result: 1 (interaction). The miRNA is mmu-miR-880-5p with sequence UACUCAGAUUGAUAUGAGUCA.